This data is from Full USPTO retrosynthesis dataset with 1.9M reactions from patents (1976-2016). The task is: Predict the reactants needed to synthesize the given product. (1) Given the product [CH:25]1([CH2:24][NH:23][C:18](=[O:20])[C:17]2[CH:21]=[CH:22][C:14]([O:13][CH2:12][C:11]3[C:7]([C:2]4[CH:3]=[CH:4][CH:5]=[CH:6][N:1]=4)=[N:8][O:9][CH:10]=3)=[N:15][CH:16]=2)[CH2:27][CH2:26]1, predict the reactants needed to synthesize it. The reactants are: [N:1]1[CH:6]=[CH:5][CH:4]=[CH:3][C:2]=1[C:7]1[C:11]([CH2:12][O:13][C:14]2[CH:22]=[CH:21][C:17]([C:18]([OH:20])=O)=[CH:16][N:15]=2)=[CH:10][O:9][N:8]=1.[NH2:23][CH2:24][CH:25]1[CH2:27][CH2:26]1. (2) Given the product [ClH:2].[NH2:4][CH:5]([C:10](=[O:12])[CH3:11])[C:6]([O:8][CH3:9])=[O:7], predict the reactants needed to synthesize it. The reactants are: O.[ClH:2].O[N:4]=[C:5]([C:10](=[O:12])[CH3:11])[C:6]([O:8][CH3:9])=[O:7]. (3) Given the product [NH2:38][C@H:32]1[C@H:33]([OH:37])[C@@H:34]([CH3:36])[CH2:35][N:30]([C:21]2[C:20]([NH:19][C:17]([C:15]3[CH:14]=[CH:13][C:12]([F:46])=[C:11]([C:7]4[C:8]([F:10])=[CH:9][C:4]([O:3][CH2:1][CH3:2])=[CH:5][C:6]=4[F:47])[N:16]=3)=[O:18])=[CH:25][N:24]=[C:23]3[CH:26]([OH:29])[CH2:27][CH2:28][C:22]=23)[CH2:31]1, predict the reactants needed to synthesize it. The reactants are: [CH2:1]([O:3][C:4]1[CH:9]=[C:8]([F:10])[C:7]([C:11]2[N:16]=[C:15]([C:17]([NH:19][C:20]3[C:21]([N:30]4[CH2:35][C@H:34]([CH3:36])[C@@H:33]([OH:37])[C@H:32]([NH:38]C(=O)OC(C)(C)C)[CH2:31]4)=[C:22]4[CH2:28][CH2:27][CH:26]([OH:29])[C:23]4=[N:24][CH:25]=3)=[O:18])[CH:14]=[CH:13][C:12]=2[F:46])=[C:6]([F:47])[CH:5]=1)[CH3:2].C(O)(C(F)(F)F)=O.O.CC#N. (4) Given the product [C:19]1([C:34]2[CH:39]=[CH:38][CH:37]=[CH:36][CH:35]=2)[CH:24]=[CH:23][CH:22]=[CH:21][C:20]=1[C:25]([N:27]1[CH2:33][CH:32]2[CH:29]([CH2:30][N:31]2[C:41]2[N:46]=[C:45]([O:47][CH3:48])[CH:44]=[CH:43][N:42]=2)[CH2:28]1)=[O:26], predict the reactants needed to synthesize it. The reactants are: C12N(C3C=NC4C(=CC=CC=4)N=3)CC1CCNC2.[C:19]1([C:34]2[CH:39]=[CH:38][CH:37]=[CH:36][CH:35]=2)[CH:24]=[CH:23][CH:22]=[CH:21][C:20]=1[C:25]([N:27]1[CH2:33][CH:32]2[CH:29]([CH2:30][NH:31]2)[CH2:28]1)=[O:26].Cl[C:41]1[N:46]=[C:45]([O:47][CH3:48])[CH:44]=[CH:43][N:42]=1.